Dataset: Forward reaction prediction with 1.9M reactions from USPTO patents (1976-2016). Task: Predict the product of the given reaction. (1) Given the reactants [O:1]=[C:2]1[N:11](C(OC(C)(C)C)=O)[CH2:10][CH2:9][C:8]2[N:7]=[CH:6][C:5]([C:19]([F:22])([F:21])[F:20])=[CH:4][C:3]1=2.C(=O)(O)[O-].[Na+], predict the reaction product. The product is: [F:21][C:19]([F:20])([F:22])[C:5]1[CH:6]=[N:7][C:8]2[CH2:9][CH2:10][NH:11][C:2](=[O:1])[C:3]=2[CH:4]=1. (2) Given the reactants [C:1]([O:5][C:6]([NH:8][C@@H:9]([CH2:13][C:14]1[CH:19]=[CH:18][C:17]([O:20][CH2:21][CH2:22][CH2:23][CH:24]2[CH2:29][CH2:28][N:27]([C:30]3[O:34][N:33]=[C:32]([CH:35]([CH3:37])[CH3:36])[N:31]=3)[CH2:26][CH2:25]2)=[CH:16][CH:15]=1)[C:10]([OH:12])=O)=[O:7])([CH3:4])([CH3:3])[CH3:2].CN(C(ON1N=NC2[CH:49]=[CH:50][CH:51]=[N:52][C:47]1=2)=[N+](C)C)C.F[P-](F)(F)(F)(F)F.CCN(C(C)C)C(C)C.N1CCCC1, predict the reaction product. The product is: [C:1]([O:5][C:6](=[O:7])[NH:8][C@@H:9]([CH2:13][C:14]1[CH:19]=[CH:18][C:17]([O:20][CH2:21][CH2:22][CH2:23][CH:24]2[CH2:29][CH2:28][N:27]([C:30]3[O:34][N:33]=[C:32]([CH:35]([CH3:37])[CH3:36])[N:31]=3)[CH2:26][CH2:25]2)=[CH:16][CH:15]=1)[C:10](=[O:12])[N:52]1[CH2:51][CH2:50][CH2:49][CH2:47]1)([CH3:4])([CH3:2])[CH3:3].